Dataset: Peptide-MHC class II binding affinity with 134,281 pairs from IEDB. Task: Regression. Given a peptide amino acid sequence and an MHC pseudo amino acid sequence, predict their binding affinity value. This is MHC class II binding data. (1) The peptide sequence is QEVFKAIQSLKTTEV. The MHC is HLA-DPA10201-DPB10101 with pseudo-sequence HLA-DPA10201-DPB10101. The binding affinity (normalized) is 0.299. (2) The peptide sequence is PISVTAPPPQLPRPP. The MHC is HLA-DQA10102-DQB10602 with pseudo-sequence HLA-DQA10102-DQB10602. The binding affinity (normalized) is 0.0910. (3) The peptide sequence is MSSGSFINISV. The MHC is DRB1_0101 with pseudo-sequence DRB1_0101. The binding affinity (normalized) is 0.151. (4) The peptide sequence is WELQIVDKIDAAFKI. The MHC is DRB1_0101 with pseudo-sequence DRB1_0101. The binding affinity (normalized) is 0.465. (5) The peptide sequence is YFIMAYVNQAHHIQL. The MHC is DRB1_0301 with pseudo-sequence DRB1_0301. The binding affinity (normalized) is 0.427. (6) The peptide sequence is THMMIWHSNLNDATY. The MHC is DRB1_1302 with pseudo-sequence DRB1_1302. The binding affinity (normalized) is 0.228. (7) The peptide sequence is PSINDLDEVISNKFH. The MHC is DRB1_0401 with pseudo-sequence DRB1_0401. The binding affinity (normalized) is 0.361. (8) The peptide sequence is AADHAAPEDKYEAFV. The MHC is HLA-DQA10501-DQB10201 with pseudo-sequence HLA-DQA10501-DQB10201. The binding affinity (normalized) is 0.254. (9) The peptide sequence is GELQIVDKIDAAFKM. The MHC is DRB1_0701 with pseudo-sequence DRB1_0701. The binding affinity (normalized) is 0.209.